This data is from NCI-60 drug combinations with 297,098 pairs across 59 cell lines. The task is: Regression. Given two drug SMILES strings and cell line genomic features, predict the synergy score measuring deviation from expected non-interaction effect. (1) Drug 1: C1CCC(CC1)NC(=O)N(CCCl)N=O. Drug 2: COC1=NC(=NC2=C1N=CN2C3C(C(C(O3)CO)O)O)N. Cell line: SN12C. Synergy scores: CSS=21.9, Synergy_ZIP=-4.99, Synergy_Bliss=2.81, Synergy_Loewe=-3.09, Synergy_HSA=2.33. (2) Drug 1: CC1=C2C(C(=O)C3(C(CC4C(C3C(C(C2(C)C)(CC1OC(=O)C(C(C5=CC=CC=C5)NC(=O)OC(C)(C)C)O)O)OC(=O)C6=CC=CC=C6)(CO4)OC(=O)C)OC)C)OC. Drug 2: C1=NC2=C(N1)C(=S)N=C(N2)N. Cell line: SF-539. Synergy scores: CSS=45.3, Synergy_ZIP=-10.8, Synergy_Bliss=-14.6, Synergy_Loewe=-11.8, Synergy_HSA=-7.67. (3) Drug 1: CN1CCC(CC1)COC2=C(C=C3C(=C2)N=CN=C3NC4=C(C=C(C=C4)Br)F)OC. Drug 2: CN1C2=C(C=C(C=C2)N(CCCl)CCCl)N=C1CCCC(=O)O.Cl. Cell line: COLO 205. Synergy scores: CSS=7.27, Synergy_ZIP=4.55, Synergy_Bliss=8.91, Synergy_Loewe=-4.44, Synergy_HSA=-1.55. (4) Drug 1: CC12CCC(CC1=CCC3C2CCC4(C3CC=C4C5=CN=CC=C5)C)O. Drug 2: CNC(=O)C1=CC=CC=C1SC2=CC3=C(C=C2)C(=NN3)C=CC4=CC=CC=N4. Cell line: NCIH23. Synergy scores: CSS=4.82, Synergy_ZIP=2.61, Synergy_Bliss=5.68, Synergy_Loewe=3.71, Synergy_HSA=3.70. (5) Drug 1: C1=CC(=CC=C1CCC2=CNC3=C2C(=O)NC(=N3)N)C(=O)NC(CCC(=O)O)C(=O)O. Drug 2: C(CN)CNCCSP(=O)(O)O. Cell line: SR. Synergy scores: CSS=49.1, Synergy_ZIP=2.31, Synergy_Bliss=1.40, Synergy_Loewe=-3.90, Synergy_HSA=4.84. (6) Drug 1: CC1=C(C(CCC1)(C)C)C=CC(=CC=CC(=CC(=O)O)C)C. Drug 2: CN1C(=O)N2C=NC(=C2N=N1)C(=O)N. Cell line: LOX IMVI. Synergy scores: CSS=0.868, Synergy_ZIP=-0.500, Synergy_Bliss=-0.744, Synergy_Loewe=-4.27, Synergy_HSA=-3.26.